The task is: Predict the reactants needed to synthesize the given product.. This data is from Full USPTO retrosynthesis dataset with 1.9M reactions from patents (1976-2016). Given the product [C:1]([C:3]1[CH:8]=[CH:7][C:6]([CH:9]2[N:14]([CH2:15][C:16]3[O:20][C:19]([C:21]([OH:23])=[O:22])=[CH:18][CH:17]=3)[C:13](=[O:25])[N:12]([C:26]3[CH:31]=[CH:30][CH:29]=[C:28]([C:32]([F:35])([F:34])[F:33])[CH:27]=3)[C:11]([CH3:36])=[C:10]2[C:37]([C:39]2[O:40][CH:41]=[CH:42][CH:43]=2)=[O:38])=[CH:5][CH:4]=1)#[N:2], predict the reactants needed to synthesize it. The reactants are: [C:1]([C:3]1[CH:8]=[CH:7][C:6]([CH:9]2[N:14]([CH2:15][C:16]3[O:20][C:19]([C:21]([O:23]C)=[O:22])=[CH:18][CH:17]=3)[C:13](=[O:25])[N:12]([C:26]3[CH:31]=[CH:30][CH:29]=[C:28]([C:32]([F:35])([F:34])[F:33])[CH:27]=3)[C:11]([CH3:36])=[C:10]2[C:37]([C:39]2[O:40][CH:41]=[CH:42][CH:43]=2)=[O:38])=[CH:5][CH:4]=1)#[N:2].[OH-].[Li+].Cl.CO.